This data is from Reaction yield outcomes from USPTO patents with 853,638 reactions. The task is: Predict the reaction yield, written as a fraction of the theoretical maximum amount of product (1.0 means a 100% yield; for example, 0.34 means a 34% yield). (1) The reactants are Br[C:2]1[CH:7]=[CH:6][C:5]([N:8]2[CH:12]=[N:11][N:10]=[C:9]2[NH2:13])=[CH:4][CH:3]=1.[CH3:14][O:15][C:16]([C:18]1([C:21]2[CH:26]=[CH:25][C:24](B(O)O)=[CH:23][CH:22]=2)[CH2:20][CH2:19]1)=[O:17].C([O-])([O-])=O.[Na+].[Na+]. The catalyst is C1C=CC(P(C2C=CC=CC=2)[C-]2C=CC=C2)=CC=1.C1C=CC(P(C2C=CC=CC=2)[C-]2C=CC=C2)=CC=1.Cl[Pd]Cl.[Fe+2].O1CCOCC1. The product is [CH3:14][O:15][C:16]([C:18]1([C:21]2[CH:26]=[CH:25][C:24]([C:2]3[CH:7]=[CH:6][C:5]([N:8]4[CH:12]=[N:11][N:10]=[C:9]4[NH2:13])=[CH:4][CH:3]=3)=[CH:23][CH:22]=2)[CH2:20][CH2:19]1)=[O:17]. The yield is 0.530. (2) The reactants are CC1(C)C(C)(C)OB([C:9]2[CH2:14][CH2:13][N:12]([C:15]([O:17][C:18]([CH3:21])([CH3:20])[CH3:19])=[O:16])[CH2:11][CH:10]=2)O1.Br[C:24]1[C:32]2[O:31][CH2:30][O:29][C:28]=2[CH:27]=[CH:26][CH:25]=1.C([O-])([O-])=O.[Na+].[Na+].C1(P(C2C=CC=CC=2)C2C=CC=CC=2)C=CC=CC=1. The catalyst is COCCOC.O.C([O-])(=O)C.[Pd+2].C([O-])(=O)C. The product is [C:18]([O:17][C:15]([N:12]1[CH2:11][CH:10]=[C:9]([C:24]2[C:32]3[O:31][CH2:30][O:29][C:28]=3[CH:27]=[CH:26][CH:25]=2)[CH2:14][CH2:13]1)=[O:16])([CH3:19])([CH3:20])[CH3:21]. The yield is 0.808.